From a dataset of Forward reaction prediction with 1.9M reactions from USPTO patents (1976-2016). Predict the product of the given reaction. (1) Given the reactants [CH3:1][O:2][CH2:3][C:4]1[N:9]=[C:8]([CH2:10]O)[CH:7]=[CH:6][CH:5]=1.C1(P(C2C=CC=CC=2)C2C=CC=CC=2)C=CC=CC=1.C(Br)(Br)(Br)[Br:32], predict the reaction product. The product is: [Br:32][CH2:10][C:8]1[CH:7]=[CH:6][CH:5]=[C:4]([CH2:3][O:2][CH3:1])[N:9]=1. (2) The product is: [Cl:22][C:23]1[CH:30]=[CH:29][C:26]([CH2:1][N:8]2[C:12]3[CH:13]=[CH:14][C:15]([C:17]([F:18])([F:19])[F:20])=[CH:16][C:11]=3[NH:10][C:9]2=[O:21])=[CH:25][CH:24]=1. Given the reactants [C:1]([N:8]1[C:12]2[CH:13]=[CH:14][C:15]([C:17]([F:20])([F:19])[F:18])=[CH:16][C:11]=2[NH:10][C:9]1=[O:21])(OC(C)(C)C)=O.[Cl:22][C:23]1[CH:30]=[CH:29][C:26](CBr)=[CH:25][CH:24]=1.C([O-])([O-])=O.[Cs+].[Cs+], predict the reaction product. (3) Given the reactants Cl[C:2]1[CH:7]=[C:6]([C:8]2[CH:13]=[CH:12][CH:11]=[CH:10][CH:9]=2)[N:5]=[C:4]([NH:14][C:15](=[O:32])[CH2:16][CH2:17][C:18]([C:20]2[CH:25]=[CH:24][C:23]([O:26][CH2:27][CH3:28])=[C:22]([O:29][CH2:30][CH3:31])[CH:21]=2)=[O:19])[CH:3]=1.C1(C2C=CC=CC=2)C=CC=CC=1P(C1CCCCC1)C1CCCCC1.C(=O)([O-])[O-].[K+].[K+].[C:64]([CH2:67][CH2:68][C:69]1[CH:70]=[C:71](B(O)O)[CH:72]=[CH:73][CH:74]=1)([OH:66])=[O:65], predict the reaction product. The product is: [CH2:30]([O:29][C:22]1[CH:21]=[C:20]([C:18](=[O:19])[CH2:17][CH2:16][C:15]([NH:14][C:4]2[CH:3]=[C:2]([C:71]3[CH:70]=[C:69]([CH2:68][CH2:67][C:64]([OH:66])=[O:65])[CH:74]=[CH:73][CH:72]=3)[CH:7]=[C:6]([C:8]3[CH:13]=[CH:12][CH:11]=[CH:10][CH:9]=3)[N:5]=2)=[O:32])[CH:25]=[CH:24][C:23]=1[O:26][CH2:27][CH3:28])[CH3:31]. (4) The product is: [F:1][C:2]1[C:3]([NH:12][C:13]2[CH:18]=[CH:17][C:16]([I:19])=[CH:15][C:14]=2[F:20])=[C:4]([C:5]([N:21]2[CH2:22][CH:23]([N:25]([CH3:38])[CH2:29][CH2:28][C:27]3[CH:26]=[CH:35][CH:34]=[CH:32][N:30]=3)[CH2:24]2)=[O:7])[CH:8]=[CH:9][C:10]=1[F:11]. Given the reactants [F:1][C:2]1[C:3]([NH:12][C:13]2[CH:18]=[CH:17][C:16]([I:19])=[CH:15][C:14]=2[F:20])=[C:4]([CH:8]=[CH:9][C:10]=1[F:11])[C:5]([OH:7])=O.[NH:21]1[CH2:24][CH:23]([N:25]2[CH2:29][CH2:28][CH:27]([N:30]([CH3:32])C)[CH2:26]2)[CH2:22]1.N1C[CH2:35][CH2:34]1.O=[C:38]1CN(C(OC(C)(C)C)=O)C1, predict the reaction product. (5) Given the reactants Cl[C:2]1[N:7]=[C:6]([C:8]2[N:12]3[CH:13]=[CH:14][C:15]([F:17])=[CH:16][C:11]3=[N:10][C:9]=2[C:18]2[CH:19]=[C:20]([CH:32]=[CH:33][CH:34]=2)[C:21]([NH:23][C:24]2[C:29]([F:30])=[CH:28][CH:27]=[CH:26][C:25]=2[F:31])=[O:22])[CH:5]=[CH:4][N:3]=1.[N:35]1([CH:41]2[CH2:46][CH2:45][N:44]([C:47]3[CH:53]=[CH:52][C:50]([NH2:51])=[C:49]([O:54][CH3:55])[CH:48]=3)[CH2:43][CH2:42]2)[CH2:40][CH2:39][CH2:38][CH2:37][CH2:36]1.O.C1(C)C=CC(S(O)(=O)=O)=CC=1.C[O-].[Na+], predict the reaction product. The product is: [N:35]1([CH:41]2[CH2:46][CH2:45][N:44]([C:47]3[CH:53]=[CH:52][C:50]([NH:51][C:2]4[N:7]=[C:6]([C:8]5[N:12]6[CH:13]=[CH:14][C:15]([F:17])=[CH:16][C:11]6=[N:10][C:9]=5[C:18]5[CH:19]=[C:20]([CH:32]=[CH:33][CH:34]=5)[C:21]([NH:23][C:24]5[C:25]([F:31])=[CH:26][CH:27]=[CH:28][C:29]=5[F:30])=[O:22])[CH:5]=[CH:4][N:3]=4)=[C:49]([O:54][CH3:55])[CH:48]=3)[CH2:43][CH2:42]2)[CH2:40][CH2:39][CH2:38][CH2:37][CH2:36]1.